This data is from Merck oncology drug combination screen with 23,052 pairs across 39 cell lines. The task is: Regression. Given two drug SMILES strings and cell line genomic features, predict the synergy score measuring deviation from expected non-interaction effect. (1) Drug 1: CCC1(O)CC2CN(CCc3c([nH]c4ccccc34)C(C(=O)OC)(c3cc4c(cc3OC)N(C)C3C(O)(C(=O)OC)C(OC(C)=O)C5(CC)C=CCN6CCC43C65)C2)C1. Drug 2: CC1(c2nc3c(C(N)=O)cccc3[nH]2)CCCN1. Cell line: NCIH520. Synergy scores: synergy=-13.3. (2) Drug 1: CCN(CC)CCNC(=O)c1c(C)[nH]c(C=C2C(=O)Nc3ccc(F)cc32)c1C. Drug 2: O=C(NOCC(O)CO)c1ccc(F)c(F)c1Nc1ccc(I)cc1F. Cell line: NCIH520. Synergy scores: synergy=10.3. (3) Drug 1: Cn1nnc2c(C(N)=O)ncn2c1=O. Drug 2: CCc1cnn2c(NCc3ccc[n+]([O-])c3)cc(N3CCCCC3CCO)nc12. Cell line: SW620. Synergy scores: synergy=5.38.